This data is from Reaction yield outcomes from USPTO patents with 853,638 reactions. The task is: Predict the reaction yield, written as a fraction of the theoretical maximum amount of product (1.0 means a 100% yield; for example, 0.34 means a 34% yield). The reactants are [CH2:1]([N:3]1[CH2:7][CH2:6][C@H:5]([C:8]([C:18]2[CH:23]=[CH:22][CH:21]=[CH:20][CH:19]=2)([C:12]2[CH:17]=[CH:16][CH:15]=[CH:14][CH:13]=2)[C:9](N)=[O:10])[CH2:4]1)[CH3:2].[OH-].[Na+].[OH:26]S([O-])(=O)=O.[K+]. The catalyst is Br. The product is [CH2:1]([N:3]1[CH2:7][CH2:6][C@H:5]([C:8]([C:12]2[CH:17]=[CH:16][CH:15]=[CH:14][CH:13]=2)([C:18]2[CH:23]=[CH:22][CH:21]=[CH:20][CH:19]=2)[C:9]([OH:26])=[O:10])[CH2:4]1)[CH3:2]. The yield is 1.00.